Task: Predict the reactants needed to synthesize the given product.. Dataset: Full USPTO retrosynthesis dataset with 1.9M reactions from patents (1976-2016) (1) Given the product [CH2:1]([N:3]([C@H:14]1[CH2:15][CH2:16][C@H:17]([C:20]([OH:29])([C:25]([F:28])([F:26])[F:27])[C:21]([F:23])([F:24])[F:22])[CH2:18][CH2:19]1)[S:4]([C:7]1[N:8]=[C:9]([CH3:13])[N:10]([CH3:12])[CH:11]=1)(=[O:6])=[O:5])[CH3:2], predict the reactants needed to synthesize it. The reactants are: [CH2:1]([N:3]([C@H:14]1[CH2:19][CH2:18][C@H:17]([C:20]([O:29][Si](CC)(CC)CC)([C:25]([F:28])([F:27])[F:26])[C:21]([F:24])([F:23])[F:22])[CH2:16][CH2:15]1)[S:4]([C:7]1[N:8]=[C:9]([CH3:13])[N:10]([CH3:12])[CH:11]=1)(=[O:6])=[O:5])[CH3:2].CCCC[N+](CCCC)(CCCC)CCCC.[F-]. (2) Given the product [Cl:54][C:25]1[CH:24]=[CH:23][C:22]([C:19]([C:3]2[C:2]([OH:1])=[C:11]([C:12]([OH:14])=[O:13])[C:10]3[C:5](=[C:6]4[CH2:18][CH2:17][CH2:16][CH2:15][C:7]4=[CH:8][CH:9]=3)[N:4]=2)([CH3:21])[CH3:20])=[CH:27][CH:26]=1, predict the reactants needed to synthesize it. The reactants are: [OH:1][C:2]1[C:3]([C:19]([C:22]2[CH:27]=[CH:26][CH:25]=[CH:24][CH:23]=2)([CH3:21])[CH3:20])=[N:4][C:5]2[C:10]([C:11]=1[C:12]([OH:14])=[O:13])=[CH:9][CH:8]=[C:7]1[CH2:15][CH2:16][CH2:17][CH2:18][C:6]=21.N1C2C(=CC=CC=2)C(=O)C1=O.C(OCC(=O)C(C1C=CC([Cl:54])=CC=1)(C)C)(=O)C. (3) Given the product [CH3:30][O:33][N:23]([CH3:24])[C:13]([C:9]1[C:6]2[C:7](=[O:8])[N:2]([CH3:1])[C:3](=[O:21])[N:4]([CH2:17][CH:18]([CH3:20])[CH3:19])[C:5]=2[S:11][C:10]=1[CH2:12][C:44]1[C:43]2[C:38](=[CH:39][CH:40]=[CH:41][CH:42]=2)[NH:37][C:36]=1[CH3:35])=[O:15], predict the reactants needed to synthesize it. The reactants are: [CH3:1][N:2]1[C:7](=[O:8])[C:6]2[C:9]([C:13]([O:15]C)=O)=[C:10]([CH3:12])[S:11][C:5]=2[N:4]([CH2:17][CH:18]([CH3:20])[CH3:19])[C:3]1=[O:21].Br[N:23]1C(=O)CC[C:24]1=O.[C:30](=[O:33])(O)[O-].[Na+].[CH3:35][C:36]1[NH:37][C:38]2[C:43]([CH:44]=1)=[CH:42][CH:41]=[CH:40][CH:39]=2. (4) Given the product [Cl:46][C:44]1[CH:43]=[C:40]([CH:39]=[C:38]([O:37][C:34]2[C:35](=[O:36])[N:30]([CH2:29][C:15]3[CH:14]=[C:13]([C:5]4[CH:4]=[CH:3][C:2]([F:1])=[CH:7][N:6]=4)[C:18](=[O:19])[N:17]([CH2:20][C:21]4[CH:26]=[CH:25][C:24]([O:27][CH3:28])=[CH:23][CH:22]=4)[N:16]=3)[CH:31]=[N:32][C:33]=2[C:47]([F:50])([F:48])[F:49])[CH:45]=1)[C:41]#[N:42], predict the reactants needed to synthesize it. The reactants are: [F:1][C:2]1[CH:3]=[CH:4][C:5]([Sn](C)(C)C)=[N:6][CH:7]=1.Br[C:13]1[C:18](=[O:19])[N:17]([CH2:20][C:21]2[CH:26]=[CH:25][C:24]([O:27][CH3:28])=[CH:23][CH:22]=2)[N:16]=[C:15]([CH2:29][N:30]2[C:35](=[O:36])[C:34]([O:37][C:38]3[CH:39]=[C:40]([CH:43]=[C:44]([Cl:46])[CH:45]=3)[C:41]#[N:42])=[C:33]([C:47]([F:50])([F:49])[F:48])[N:32]=[CH:31]2)[CH:14]=1. (5) Given the product [CH2:8]([C:2]1([CH2:3][C:4]([O:6][CH3:7])=[O:5])[O:12][CH2:11][CH2:10][O:1]1)[CH3:9], predict the reactants needed to synthesize it. The reactants are: [O:1]=[C:2]([CH2:8][CH3:9])[CH2:3][C:4]([O:6][CH3:7])=[O:5].[CH2:10](O)[CH2:11][OH:12].C1(C)C=CC(S(O)(=O)=O)=CC=1. (6) Given the product [CH:1]1([CH2:4][NH:5][C:6]2[N:15]=[CH:14][C:13]3[C:8](=[CH:9][C:10]([C:17]([OH:19])=[O:18])=[CH:11][C:12]=3[F:16])[N:7]=2)[CH2:2][CH2:3]1, predict the reactants needed to synthesize it. The reactants are: [CH:1]1([CH2:4][NH:5][C:6]2[N:15]=[CH:14][C:13]3[C:8](=[CH:9][C:10]([C:17]([O:19]C)=[O:18])=[CH:11][C:12]=3[F:16])[N:7]=2)[CH2:3][CH2:2]1.[Li+].[OH-].C(O)(=O)CC(CC(O)=O)(C(O)=O)O. (7) The reactants are: C(N(CC)CC)C.C(OS(OCCC)(=O)=O)CC.C(OC([N:26]1[CH2:31][CH2:30][CH:29]([NH:32][S:33]([C:36]2[CH:45]=[CH:44][C:43]3[NH:42][C:41](=[O:46])[C:40]4[NH:47][CH:48]=[C:49]([C:50]([OH:52])=[O:51])[C:39]=4[C:38]=3[CH:37]=2)(=[O:35])=[O:34])[CH2:28][CH2:27]1)=O)(C)(C)C.N. Given the product [O:46]=[C:41]1[C:40]2[NH:47][CH:48]=[CH:49][C:39]=2[C:38]2[CH:37]=[C:36]([S:33](=[O:35])(=[O:34])[NH:32][CH:29]3[CH2:28][CH2:27][NH:26][CH2:31][CH2:30]3)[CH:45]=[CH:44][C:43]=2[NH:42]1.[CH2:49]([C:50]([O-:52])=[O:51])[CH2:39][CH3:38], predict the reactants needed to synthesize it. (8) The reactants are: [SH:1][C:2]([CH3:8])([CH3:7])[CH2:3][C:4]([OH:6])=[O:5].FC(F)(F)C(O)=O.[CH3:16][O:17][C:18]1[CH:25]=[C:24]([O:26][CH3:27])[CH:23]=[C:22]([O:28][CH3:29])[C:19]=1[CH2:20]O. Given the product [CH3:7][C:2]([S:1][CH2:20][C:19]1[C:22]([O:28][CH3:29])=[CH:23][C:24]([O:26][CH3:27])=[CH:25][C:18]=1[O:17][CH3:16])([CH3:8])[CH2:3][C:4]([OH:6])=[O:5], predict the reactants needed to synthesize it.